This data is from Forward reaction prediction with 1.9M reactions from USPTO patents (1976-2016). The task is: Predict the product of the given reaction. (1) Given the reactants [Cl:1][C:2]1[CH:3]=[C:4]([NH:9][C:10]2[C:19]3[C:14](=[CH:15][CH:16]=[C:17]([NH:20][CH2:21][C:22]4[N:23]([CH2:27][C:28]([O:30]C)=[O:29])[CH:24]=[CH:25][N:26]=4)[CH:18]=3)[N:13]=[CH:12][C:11]=2[C:32]#[N:33])[CH:5]=[CH:6][C:7]=1[F:8].[OH-].[Li+], predict the reaction product. The product is: [Cl:1][C:2]1[CH:3]=[C:4]([NH:9][C:10]2[C:19]3[C:14](=[CH:15][CH:16]=[C:17]([NH:20][CH2:21][C:22]4[N:23]([CH2:27][C:28]([OH:30])=[O:29])[CH:24]=[CH:25][N:26]=4)[CH:18]=3)[N:13]=[CH:12][C:11]=2[C:32]#[N:33])[CH:5]=[CH:6][C:7]=1[F:8]. (2) The product is: [F:1][C:2]1[CH:3]=[CH:4][C:5]([N:8]2[C:16]3[CH:15]=[C:14]4[CH2:17][CH2:18][CH2:19][C@@H:20]5[CH2:27][C@@:24]([CH3:26])([OH:25])[CH2:23][CH2:22][C@:21]5([CH2:28][C:29]5[CH:34]=[CH:33][CH:32]=[CH:31][N:30]=5)[C:13]4=[CH:12][C:11]=3[CH:10]=[N:9]2)=[CH:6][CH:7]=1.[F:1][C:2]1[CH:3]=[CH:4][C:5]([N:8]2[C:16]3[CH:15]=[C:14]4[CH2:17][CH2:18][CH2:19][C@H:20]5[CH2:27][C@:24]([CH3:26])([OH:25])[CH2:23][CH2:22][C@@:21]5([CH2:28][C:29]5[CH:34]=[CH:33][CH:32]=[CH:31][N:30]=5)[C:13]4=[CH:12][C:11]=3[CH:10]=[N:9]2)=[CH:6][CH:7]=1. Given the reactants [F:1][C:2]1[CH:7]=[CH:6][C:5]([N:8]2[C:16]3[CH:15]=[C:14]4[CH2:17][CH2:18][CH2:19][C@@H:20]5[CH2:27][C@:24]6([CH2:26][O:25]6)[CH2:23][CH2:22][C@:21]5([CH2:28][C:29]5[CH:34]=[CH:33][CH:32]=[CH:31][N:30]=5)[C:13]4=[CH:12][C:11]=3[CH:10]=[N:9]2)=[CH:4][CH:3]=1.[BH4-].[Na+], predict the reaction product. (3) Given the reactants C(OC([N:8]1[CH2:13][CH2:12][N:11]([C:14]2[CH:15]=[CH:16][CH:17]=[C:18]3[C:22]=2[NH:21][CH:20]=[C:19]3[S:23]([C:26]2[CH:31]=[CH:30][CH:29]=[CH:28][CH:27]=2)(=[O:25])=[O:24])[CH2:10][CH2:9]1)=O)(C)(C)C.FC(F)(F)C(O)=O.[Cl:39]CCl, predict the reaction product. The product is: [ClH:39].[C:26]1([S:23]([C:19]2[C:18]3[C:22](=[C:14]([N:11]4[CH2:12][CH2:13][NH:8][CH2:9][CH2:10]4)[CH:15]=[CH:16][CH:17]=3)[NH:21][CH:20]=2)(=[O:24])=[O:25])[CH:27]=[CH:28][CH:29]=[CH:30][CH:31]=1. (4) Given the reactants [CH:1]([C:4]([CH2:15][O:16]C)([C:10](OCC)=[O:11])[C:5]([O:7][CH2:8]C)=O)([CH3:3])[CH3:2].[H-].[Al+3].[Li+].[H-].[H-].[H-].[OH-].[Na+].S(=O)(=O)(O)O, predict the reaction product. The product is: [OH:16][CH2:15][C:4]([CH2:5][O:7][CH3:8])([CH:1]([CH3:3])[CH3:2])[CH2:10][OH:11]. (5) Given the reactants B.O1CCCC1.[F:7][C:8]1[C:9]([C:16](O)=[O:17])=[CH:10][C:11]([O:14][CH3:15])=[N:12][CH:13]=1, predict the reaction product. The product is: [F:7][C:8]1[C:9]([CH2:16][OH:17])=[CH:10][C:11]([O:14][CH3:15])=[N:12][CH:13]=1. (6) The product is: [CH3:5][C:2]([O:6][CH:7]1[CH2:12][CH2:11][CH2:10][CH2:9][O:8]1)([CH3:1])[CH:3]=[O:4]. Given the reactants [CH3:1][C:2]([O:6][CH:7]1[CH2:12][CH2:11][CH2:10][CH2:9][O:8]1)([CH3:5])[CH2:3][OH:4].CC(OI1(OC(C)=O)(OC(C)=O)OC(=O)C2C=CC=CC1=2)=O.C([O-])(O)=O.[Na+].[O-]S([O-])(=S)=O.[Na+].[Na+], predict the reaction product.